Dataset: Full USPTO retrosynthesis dataset with 1.9M reactions from patents (1976-2016). Task: Predict the reactants needed to synthesize the given product. (1) Given the product [OH:19][N:18]([C:20]1[CH:25]=[CH:24][CH:23]=[CH:22][CH:21]=1)[C:12](=[O:17])[CH2:13][CH2:14][CH2:15][CH3:16], predict the reactants needed to synthesize it. The reactants are: C1CCN2C(=NCCC2)CC1.[CH:12](=[O:17])[CH2:13][CH2:14][CH2:15][CH3:16].[N:18]([C:20]1[CH:25]=[CH:24][CH:23]=[CH:22][CH:21]=1)=[O:19]. (2) Given the product [CH2:7]([O:33][C:31](=[O:32])[CH:30]([CH3:36])[CH2:34][CH3:35])[C:8]1[CH:13]=[CH:12][CH:11]=[CH:10][CH:9]=1, predict the reactants needed to synthesize it. The reactants are: C(=O)([O-])[O-].[Cs+].[Cs+].[CH2:7](Br)[C:8]1[CH:13]=[CH:12][CH:11]=[CH:10][CH:9]=1.C(NCCC1C=C(C=CC=1)O[C:30]([CH3:36])([CH2:34][CH3:35])[C:31]([OH:33])=[O:32])(=O)CCCCCC.CN(C)C=O. (3) Given the product [CH:26]([C:29]1[O:33][N:32]=[C:31]([NH:34][C:35]([NH:22][C:21]2[CH:23]=[CH:24][CH:25]=[C:19]([S:18][C:6]3[C:5]4[C:10](=[CH:11][C:12]([O:13][CH2:14][CH2:15][O:16][CH3:17])=[C:3]([O:2][CH3:1])[CH:4]=4)[N:9]=[CH:8][N:7]=3)[CH:20]=2)=[O:36])[CH:30]=1)([CH3:28])[CH3:27], predict the reactants needed to synthesize it. The reactants are: [CH3:1][O:2][C:3]1[CH:4]=[C:5]2[C:10](=[CH:11][C:12]=1[O:13][CH2:14][CH2:15][O:16][CH3:17])[N:9]=[CH:8][N:7]=[C:6]2[S:18][C:19]1[CH:20]=[C:21]([CH:23]=[CH:24][CH:25]=1)[NH2:22].[CH:26]([C:29]1[O:33][N:32]=[C:31]([NH:34][C:35](=O)[O:36]C2C=CC=CC=2)[CH:30]=1)([CH3:28])[CH3:27]. (4) Given the product [CH:1]1([N:4]([CH2:18][C:19]2[O:23][CH:22]=[C:21]([C:24]([N:60]([CH2:61][C:62]3[CH:75]=[CH:74][C:65]([CH2:66][N:67]4[CH2:72][CH2:71][CH2:70][CH:69]([OH:73])[CH2:68]4)=[CH:64][CH:63]=3)[CH3:59])=[O:26])[CH:20]=2)[S:5]([C:8]2[C:9]([CH3:17])=[CH:10][C:11]([O:15][CH3:16])=[CH:12][C:13]=2[CH3:14])(=[O:7])=[O:6])[CH2:3][CH2:2]1, predict the reactants needed to synthesize it. The reactants are: [CH:1]1([N:4]([CH2:18][C:19]2[O:23][CH:22]=[C:21]([C:24]([OH:26])=O)[CH:20]=2)[S:5]([C:8]2[C:13]([CH3:14])=[CH:12][C:11]([O:15][CH3:16])=[CH:10][C:9]=2[CH3:17])(=[O:7])=[O:6])[CH2:3][CH2:2]1.CCN=C=NCCCN(C)C.C1C=CC2N(O)N=NC=2C=1.CCN(C(C)C)C(C)C.Cl.Cl.[CH3:59][NH:60][CH2:61][C:62]1[CH:75]=[CH:74][C:65]([CH2:66][N:67]2[CH2:72][CH2:71][CH2:70][CH:69]([OH:73])[CH2:68]2)=[CH:64][CH:63]=1.